Dataset: Reaction yield outcomes from USPTO patents with 853,638 reactions. Task: Predict the reaction yield, written as a fraction of the theoretical maximum amount of product (1.0 means a 100% yield; for example, 0.34 means a 34% yield). (1) The reactants are O[C:2]1[C:11]2[C:6](=[CH:7][CH:8]=[C:9]([N:12]3[CH2:17][CH2:16][N:15]([CH3:18])[CH2:14][CH2:13]3)[CH:10]=2)[N:5]=[CH:4][C:3]=1[C:19]([O:21][CH2:22][CH3:23])=[O:20].P(Cl)(Cl)([Cl:26])=O. No catalyst specified. The product is [Cl:26][C:2]1[C:11]2[C:6](=[CH:7][CH:8]=[C:9]([N:12]3[CH2:17][CH2:16][N:15]([CH3:18])[CH2:14][CH2:13]3)[CH:10]=2)[N:5]=[CH:4][C:3]=1[C:19]([O:21][CH2:22][CH3:23])=[O:20]. The yield is 0.760. (2) The reactants are CCO.[NH2:4][N:5]1[C:9]([C:10]#[N:11])=[C:8]([C:12]2[CH:17]=[CH:16][C:15]([N+:18]([O-:20])=[O:19])=[C:14]([F:21])[CH:13]=2)[C:7]([C:22]([O:24][CH2:25][CH3:26])=[O:23])=[CH:6]1.C(O)(=O)C.[CH:31](N)=[NH:32].O. The catalyst is CCOCC. The product is [NH2:11][C:10]1[C:9]2=[C:8]([C:12]3[CH:17]=[CH:16][C:15]([N+:18]([O-:20])=[O:19])=[C:14]([F:21])[CH:13]=3)[C:7]([C:22]([O:24][CH2:25][CH3:26])=[O:23])=[CH:6][N:5]2[N:4]=[CH:31][N:32]=1. The yield is 0.670.